Dataset: Forward reaction prediction with 1.9M reactions from USPTO patents (1976-2016). Task: Predict the product of the given reaction. (1) Given the reactants [CH3:1][CH:2]([CH2:5][CH2:6][CH2:7][C:8]1[CH:13]=[CH:12][CH:11]=[CH:10][CH:9]=1)[CH2:3][OH:4].[H][H], predict the reaction product. The product is: [CH:8]1([CH2:7][CH2:6][CH2:5][CH:2]([CH3:1])[CH2:3][OH:4])[CH2:13][CH2:12][CH2:11][CH2:10][CH2:9]1. (2) The product is: [CH3:10][O:9][C:7]([C:5]1[N:4]([CH3:11])[N:3]=[C:2]([O:1][CH:14]([F:19])[F:18])[CH:6]=1)=[O:8]. Given the reactants [OH:1][C:2]1[CH:6]=[C:5]([C:7]([O:9][CH3:10])=[O:8])[N:4]([CH3:11])[N:3]=1.[Na+].Cl[C:14]([F:19])([F:18])C([O-])=O.C(=O)([O-])[O-].[K+].[K+].O, predict the reaction product. (3) Given the reactants C([O:3][C:4]([C:6]1[C:7]([C:22]2[CH:27]=[CH:26][C:25]([O:28][C:29]3[CH:34]=[CH:33][CH:32]=[CH:31][CH:30]=3)=[CH:24][CH:23]=2)=[N:8][N:9]([CH:11]2[CH2:14][N:13]([C:15]([O:17][C:18]([CH3:21])([CH3:20])[CH3:19])=[O:16])[CH2:12]2)[CH:10]=1)=[O:5])C.[Li+].[OH-], predict the reaction product. The product is: [C:18]([O:17][C:15]([N:13]1[CH2:14][CH:11]([N:9]2[CH:10]=[C:6]([C:4]([OH:5])=[O:3])[C:7]([C:22]3[CH:23]=[CH:24][C:25]([O:28][C:29]4[CH:34]=[CH:33][CH:32]=[CH:31][CH:30]=4)=[CH:26][CH:27]=3)=[N:8]2)[CH2:12]1)=[O:16])([CH3:21])([CH3:19])[CH3:20]. (4) Given the reactants Br[C:2]1[CH:3]=[N+]([O-])[CH:5]=[C:6]([C:8]2[CH:13]=[CH:12][C:11]([S:14]([CH3:17])(=[O:16])=[O:15])=[CH:10][CH:9]=2)[CH:7]=1.[I:19]I.N([O-])=O.[Na+].C([O-])([O-])=O.[Na+].[Na+].[O-]S([O-])(=S)=O.[Na+].[Na+].C[CH2:39][O:40][C:41]([CH3:43])=[O:42], predict the reaction product. The product is: [I:19][C:7]1[C:6]([C:8]2[CH:13]=[CH:12][C:11]([S:14]([CH3:17])(=[O:16])=[O:15])=[CH:10][CH:9]=2)=[CH:5][C:43]([C:41]([O:40][CH3:39])=[O:42])=[CH:3][CH:2]=1. (5) Given the reactants [CH3:13][C:12]([O:11][C:9](O[C:9]([O:11][C:12]([CH3:15])([CH3:14])[CH3:13])=[O:10])=[O:10])([CH3:15])[CH3:14].[CH2:16]([NH:23][C:24]1([CH2:28][CH2:29][NH2:30])[CH2:27][CH2:26][CH2:25]1)[C:17]1[CH:22]=[CH:21][CH:20]=[CH:19][CH:18]=1, predict the reaction product. The product is: [CH2:16]([NH:23][C:24]1([CH:28]([C:9]([O:11][C:12]([CH3:13])([CH3:14])[CH3:15])=[O:10])[CH2:29][NH2:30])[CH2:27][CH2:26][CH2:25]1)[C:17]1[CH:22]=[CH:21][CH:20]=[CH:19][CH:18]=1. (6) Given the reactants [BH4-].[Na+].[CH3:3][O:4][CH2:5][O:6][C:7]1[CH:8]=[C:9]([C:13]2[N:14]=[C:15]([N:25]3[CH2:30][CH2:29][O:28][CH2:27][CH2:26]3)[C:16]3[N:22]=[CH:21][C:20]([CH:23]=[O:24])=[CH:19][C:17]=3[N:18]=2)[CH:10]=[CH:11][CH:12]=1, predict the reaction product. The product is: [CH3:3][O:4][CH2:5][O:6][C:7]1[CH:8]=[C:9]([C:13]2[N:14]=[C:15]([N:25]3[CH2:30][CH2:29][O:28][CH2:27][CH2:26]3)[C:16]3[N:22]=[CH:21][C:20]([CH2:23][OH:24])=[CH:19][C:17]=3[N:18]=2)[CH:10]=[CH:11][CH:12]=1. (7) Given the reactants [CH3:1][C@H:2]([C:4]1[CH:9]=[CH:8][C:7]([S:10]([CH3:13])(=[O:12])=[O:11])=[CH:6][CH:5]=1)O.CS(Cl)(=O)=O.S([O-])(=O)(=O)C.[CH3:24][O:25][C:26]1[CH:31]=[CH:30][C:29]([C:32]2[C:37]([CH3:38])=[C:36]([C:39]([F:42])([F:41])[F:40])[N:35]3[N:43]=[CH:44][C:45]([C:46]([N:48]4[CH2:53][CH2:52][NH:51][CH2:50][C@H:49]4[CH3:54])=[O:47])=[C:34]3[N:33]=2)=[CH:28][CH:27]=1, predict the reaction product. The product is: [CH3:24][O:25][C:26]1[CH:27]=[CH:28][C:29]([C:32]2[C:37]([CH3:38])=[C:36]([C:39]([F:41])([F:40])[F:42])[N:35]3[N:43]=[CH:44][C:45]([C:46]([N:48]4[CH2:53][CH2:52][N:51]([C@H:2]([C:4]5[CH:9]=[CH:8][C:7]([S:10]([CH3:13])(=[O:12])=[O:11])=[CH:6][CH:5]=5)[CH3:1])[CH2:50][C@H:49]4[CH3:54])=[O:47])=[C:34]3[N:33]=2)=[CH:30][CH:31]=1.